This data is from NCI-60 drug combinations with 297,098 pairs across 59 cell lines. The task is: Regression. Given two drug SMILES strings and cell line genomic features, predict the synergy score measuring deviation from expected non-interaction effect. (1) Drug 1: CC1CCC2CC(C(=CC=CC=CC(CC(C(=O)C(C(C(=CC(C(=O)CC(OC(=O)C3CCCCN3C(=O)C(=O)C1(O2)O)C(C)CC4CCC(C(C4)OC)OCCO)C)C)O)OC)C)C)C)OC. Drug 2: CC1=C(C(=O)C2=C(C1=O)N3CC4C(C3(C2COC(=O)N)OC)N4)N. Cell line: EKVX. Synergy scores: CSS=13.8, Synergy_ZIP=-5.40, Synergy_Bliss=-1.80, Synergy_Loewe=-3.87, Synergy_HSA=-0.110. (2) Drug 1: CC1OCC2C(O1)C(C(C(O2)OC3C4COC(=O)C4C(C5=CC6=C(C=C35)OCO6)C7=CC(=C(C(=C7)OC)O)OC)O)O. Drug 2: CCN(CC)CCNC(=O)C1=C(NC(=C1C)C=C2C3=C(C=CC(=C3)F)NC2=O)C. Cell line: NCI-H460. Synergy scores: CSS=50.5, Synergy_ZIP=-0.158, Synergy_Bliss=-0.820, Synergy_Loewe=2.69, Synergy_HSA=3.73. (3) Drug 1: CCCCCOC(=O)NC1=NC(=O)N(C=C1F)C2C(C(C(O2)C)O)O. Drug 2: C1CN(CCN1C(=O)CCBr)C(=O)CCBr. Cell line: CCRF-CEM. Synergy scores: CSS=65.8, Synergy_ZIP=-2.53, Synergy_Bliss=-0.174, Synergy_Loewe=-14.7, Synergy_HSA=1.25. (4) Drug 1: C1CC(C1)(C(=O)O)C(=O)O.[NH2-].[NH2-].[Pt+2]. Drug 2: CC1=C(N=C(N=C1N)C(CC(=O)N)NCC(C(=O)N)N)C(=O)NC(C(C2=CN=CN2)OC3C(C(C(C(O3)CO)O)O)OC4C(C(C(C(O4)CO)O)OC(=O)N)O)C(=O)NC(C)C(C(C)C(=O)NC(C(C)O)C(=O)NCCC5=NC(=CS5)C6=NC(=CS6)C(=O)NCCC[S+](C)C)O. Cell line: SF-539. Synergy scores: CSS=52.2, Synergy_ZIP=-2.58, Synergy_Bliss=-1.77, Synergy_Loewe=-14.6, Synergy_HSA=2.56. (5) Drug 1: CC12CCC(CC1=CCC3C2CCC4(C3CC=C4C5=CN=CC=C5)C)O. Drug 2: C1=CC=C(C=C1)NC(=O)CCCCCCC(=O)NO. Cell line: A498. Synergy scores: CSS=-0.113, Synergy_ZIP=-0.164, Synergy_Bliss=-0.436, Synergy_Loewe=-7.94, Synergy_HSA=-2.62. (6) Drug 1: CC(C)NC(=O)C1=CC=C(C=C1)CNNC.Cl. Drug 2: CC1C(C(CC(O1)OC2CC(CC3=C2C(=C4C(=C3O)C(=O)C5=C(C4=O)C(=CC=C5)OC)O)(C(=O)CO)O)N)O.Cl. Cell line: SN12C. Synergy scores: CSS=42.8, Synergy_ZIP=-0.252, Synergy_Bliss=-2.29, Synergy_Loewe=-5.80, Synergy_HSA=-0.144. (7) Drug 1: CCCS(=O)(=O)NC1=C(C(=C(C=C1)F)C(=O)C2=CNC3=C2C=C(C=N3)C4=CC=C(C=C4)Cl)F. Drug 2: C1=NC(=NC(=O)N1C2C(C(C(O2)CO)O)O)N. Cell line: SNB-75. Synergy scores: CSS=-1.65, Synergy_ZIP=1.92, Synergy_Bliss=1.38, Synergy_Loewe=-0.229, Synergy_HSA=-0.840. (8) Drug 1: CC1=C2C(C(=O)C3(C(CC4C(C3C(C(C2(C)C)(CC1OC(=O)C(C(C5=CC=CC=C5)NC(=O)OC(C)(C)C)O)O)OC(=O)C6=CC=CC=C6)(CO4)OC(=O)C)OC)C)OC. Drug 2: C(CC(=O)O)C(=O)CN.Cl. Cell line: COLO 205. Synergy scores: CSS=56.2, Synergy_ZIP=2.41, Synergy_Bliss=-0.196, Synergy_Loewe=-11.0, Synergy_HSA=1.88. (9) Drug 1: CC12CCC3C(C1CCC2=O)CC(=C)C4=CC(=O)C=CC34C. Drug 2: C(=O)(N)NO. Cell line: SW-620. Synergy scores: CSS=16.2, Synergy_ZIP=-0.442, Synergy_Bliss=1.82, Synergy_Loewe=-20.3, Synergy_HSA=-0.171.